From a dataset of Forward reaction prediction with 1.9M reactions from USPTO patents (1976-2016). Predict the product of the given reaction. (1) Given the reactants [C:1]([O:5][C:6](=[O:19])[NH:7][CH2:8][C@@H:9]1[CH2:11][C@H:10]1[C:12]1[CH:17]=[CH:16][CH:15]=[C:14](Br)[CH:13]=1)([CH3:4])([CH3:3])[CH3:2].[C:20]([C:22]1[CH:27]=[CH:26][C:25](B(O)O)=[CH:24][CH:23]=1)#[N:21].C([O-])([O-])=O.[K+].[K+], predict the reaction product. The product is: [C:1]([O:5][C:6](=[O:19])[NH:7][CH2:8][CH:9]1[CH2:11][CH:10]1[C:12]1[CH:13]=[C:14]([C:25]2[CH:26]=[CH:27][C:22]([C:20]#[N:21])=[CH:23][CH:24]=2)[CH:15]=[CH:16][CH:17]=1)([CH3:4])([CH3:3])[CH3:2]. (2) Given the reactants Cl[C:2]1[C:3]2[C:4](=[N:8][N:9]([CH2:11][C:12]3[CH:29]=[CH:28][C:15]([CH2:16][N:17]4[CH:22]=[C:21]([C:23]([F:26])([F:25])[F:24])[CH:20]=[CH:19][C:18]4=[O:27])=[CH:14][CH:13]=3)[CH:10]=2)[N:5]=[CH:6][N:7]=1.[NH2:30][CH2:31][C:32]1[C:33]([CH3:54])=[CH:34][C:35]([N:39]([C:47]([O:49][C:50]([CH3:53])([CH3:52])[CH3:51])=[O:48])[C:40](=[O:46])[O:41][C:42]([CH3:45])([CH3:44])[CH3:43])=[N:36][C:37]=1[CH3:38], predict the reaction product. The product is: [C:42]([O:41][C:40]([N:39]([C:35]1[CH:34]=[C:33]([CH3:54])[C:32]([CH2:31][NH:30][C:2]2[C:3]3[C:4](=[N:8][N:9]([CH2:11][C:12]4[CH:29]=[CH:28][C:15]([CH2:16][N:17]5[CH:22]=[C:21]([C:23]([F:25])([F:26])[F:24])[CH:20]=[CH:19][C:18]5=[O:27])=[CH:14][CH:13]=4)[CH:10]=3)[N:5]=[CH:6][N:7]=2)=[C:37]([CH3:38])[N:36]=1)[C:47](=[O:48])[O:49][C:50]([CH3:53])([CH3:52])[CH3:51])=[O:46])([CH3:43])([CH3:44])[CH3:45]. (3) Given the reactants [CH3:1][O:2][C:3](=[O:30])/[CH:4]=[CH:5]/[C:6]1[CH:7]=[C:8]2[C:26](=[CH:27][CH:28]=1)[O:25][C:11]1([CH2:17][CH2:16][CH2:15][N:14]([C:18](OC(C)(C)C)=O)[CH2:13][CH2:12]1)[CH2:10][C:9]2=[O:29].C(=O)[C:32]1[CH:37]=[CH:36][CH:35]=[CH:34][CH:33]=1.[BH-](OC(C)=O)(OC(C)=O)OC(C)=O.[Na+].N, predict the reaction product. The product is: [CH3:1][O:2][C:3](=[O:30])/[CH:4]=[CH:5]/[C:6]1[CH:7]=[C:8]2[C:26](=[CH:27][CH:28]=1)[O:25][C:11]1([CH2:17][CH2:16][CH2:15][N:14]([CH2:18][C:32]3[CH:37]=[CH:36][CH:35]=[CH:34][CH:33]=3)[CH2:13][CH2:12]1)[CH2:10][C:9]2=[O:29]. (4) Given the reactants [CH3:1][C:2]1[CH:3]=[C:4]([N:9]([CH2:24][CH2:25][C:26]2[CH:31]=[CH:30][C:29]([CH3:32])=[CH:28][CH:27]=2)[C:10]([CH:12](OS(C)(=O)=O)[C:13]2[CH:18]=[CH:17][CH:16]=[CH:15][CH:14]=2)=[O:11])[CH:5]=[CH:6][C:7]=1[CH3:8].[CH:33]([O:35][CH2:36][CH2:37][NH2:38])=[CH2:34], predict the reaction product. The product is: [CH3:1][C:2]1[CH:3]=[C:4]([N:9]([CH2:24][CH2:25][C:26]2[CH:31]=[CH:30][C:29]([CH3:32])=[CH:28][CH:27]=2)[C:10](=[O:11])[CH:12]([C:13]2[CH:18]=[CH:17][CH:16]=[CH:15][CH:14]=2)[NH:38][CH2:37][CH2:36][O:35][CH:33]=[CH2:34])[CH:5]=[CH:6][C:7]=1[CH3:8]. (5) Given the reactants [CH2:1]([O:8][C:9]1[CH:10]=[CH:11][C:12]([CH:15]=[C:16]2[NH:21][C:20](=[O:22])[C:19](=[CH:23][C:24]3[CH:29]=[CH:28][C:27]([O:30][CH2:31][C:32]4[CH:37]=[CH:36][CH:35]=[CH:34][CH:33]=4)=[CH:26][N:25]=3)[NH:18][C:17]2=[O:38])=[N:13][CH:14]=1)[C:2]1[CH:7]=[CH:6][CH:5]=[CH:4][CH:3]=1, predict the reaction product. The product is: [CH2:1]([O:8][C:9]1[CH:10]=[CH:11][C:12]([CH2:15][CH:16]2[NH:21][C:20](=[O:22])[CH:19]([CH2:23][C:24]3[CH:29]=[CH:28][C:27]([O:30][CH2:31][C:32]4[CH:37]=[CH:36][CH:35]=[CH:34][CH:33]=4)=[CH:26][N:25]=3)[NH:18][C:17]2=[O:38])=[N:13][CH:14]=1)[C:2]1[CH:7]=[CH:6][CH:5]=[CH:4][CH:3]=1.